This data is from Full USPTO retrosynthesis dataset with 1.9M reactions from patents (1976-2016). The task is: Predict the reactants needed to synthesize the given product. (1) Given the product [CH2:1]([C:8]([CH2:29][CH3:30])=[C:9]([C:16]1[CH:17]=[CH:18][C:19]([N:22]([CH2:38][CH2:39][CH2:40][O:41][CH:42]2[CH2:47][CH2:46][CH2:45][CH2:44][O:43]2)[C:23](=[O:28])[C:24]([F:27])([F:25])[F:26])=[CH:20][CH:21]=1)[C:10]1[CH:15]=[CH:14][CH:13]=[CH:12][CH:11]=1)[C:2]1[CH:7]=[CH:6][CH:5]=[CH:4][CH:3]=1, predict the reactants needed to synthesize it. The reactants are: [CH2:1]([C:8]([CH2:29][CH3:30])=[C:9]([C:16]1[CH:21]=[CH:20][C:19]([NH:22][C:23](=[O:28])[C:24]([F:27])([F:26])[F:25])=[CH:18][CH:17]=1)[C:10]1[CH:15]=[CH:14][CH:13]=[CH:12][CH:11]=1)[C:2]1[CH:7]=[CH:6][CH:5]=[CH:4][CH:3]=1.C(=O)([O-])[O-].[K+].[K+].Br[CH2:38][CH2:39][CH2:40][O:41][CH:42]1[CH2:47][CH2:46][CH2:45][CH2:44][O:43]1. (2) The reactants are: [Cl:1][C:2]1[C:7]([CH:8]=[O:9])=[CH:6][C:5]([Cl:10])=[CH:4][N:3]=1.[BH4-].[Na+]. Given the product [Cl:1][C:2]1[C:7]([CH2:8][OH:9])=[CH:6][C:5]([Cl:10])=[CH:4][N:3]=1, predict the reactants needed to synthesize it. (3) Given the product [N:13]([CH2:12][CH2:11][C:5]1[CH2:10][CH2:9][CH2:8][CH2:7][CH:6]=1)=[C:1]=[S:2], predict the reactants needed to synthesize it. The reactants are: [C:1](Cl)(Cl)=[S:2].[C:5]1([CH2:11][CH2:12][NH2:13])[CH2:10][CH2:9][CH2:8][CH2:7][CH:6]=1.[OH-].[Na+]. (4) Given the product [CH3:1][N:2]1[C:10]2[C:5](=[CH:6][CH:7]=[C:8]([C:11]3[O:12][C:17]([SH:18])=[N:14][N:13]=3)[CH:9]=2)[CH:4]=[CH:3]1, predict the reactants needed to synthesize it. The reactants are: [CH3:1][N:2]1[C:10]2[C:5](=[CH:6][CH:7]=[C:8]([C:11]([NH:13][NH2:14])=[O:12])[CH:9]=2)[CH:4]=[CH:3]1.[OH-].[K+].[C:17](=S)=[S:18].Cl. (5) The reactants are: [C:1]1([OH:7])[CH:6]=[CH:5][CH:4]=[CH:3][CH:2]=1.O=C(C)CCOC(C1C(=O)[O:17][C:18]2[C:23](C=1)=[CH:22][CH:21]=[CH:20][CH:19]=2)=O. Given the product [CH:21]1[CH:22]=[C:23]([C:3]2[CH:4]=[CH:5][CH:6]=[C:1]([OH:7])[CH:2]=2)[C:18]([OH:17])=[CH:19][CH:20]=1, predict the reactants needed to synthesize it.